Dataset: Catalyst prediction with 721,799 reactions and 888 catalyst types from USPTO. Task: Predict which catalyst facilitates the given reaction. (1) Reactant: ClC(Cl)(Cl)C([N:5]=C=O)=O.[CH:10]([C:13]1[N:14]([O:27][CH3:28])[C:15]2[C:24]3[CH:23]=[CH:22][CH:21]=[CH:20][C:19]=3[N+:18]([O-])=[CH:17][C:16]=2[N:26]=1)([CH3:12])[CH3:11].CO. Product: [CH:10]([C:13]1[N:14]([O:27][CH3:28])[C:15]2[C:24]3[CH:23]=[CH:22][CH:21]=[CH:20][C:19]=3[N:18]=[C:17]([NH2:5])[C:16]=2[N:26]=1)([CH3:12])[CH3:11]. The catalyst class is: 4. (2) Reactant: C(OCCCCCCCCNC1C2C(=CC=CC=2)C=CN=1)CCCCC.[CH2:27]([O:33][CH2:34][CH2:35][CH2:36][CH2:37][CH2:38][CH2:39][CH2:40][CH2:41][NH2:42])[CH2:28][CH2:29][CH2:30][CH2:31][CH3:32].Cl[C:44]1[CH:53]=[N:52][C:51]2[C:46](=[CH:47][CH:48]=[CH:49][CH:50]=2)[N:45]=1. Product: [CH2:27]([O:33][CH2:34][CH2:35][CH2:36][CH2:37][CH2:38][CH2:39][CH2:40][CH2:41][NH:42][C:44]1[CH:53]=[N:52][C:51]2[C:46](=[CH:47][CH:48]=[CH:49][CH:50]=2)[N:45]=1)[CH2:28][CH2:29][CH2:30][CH2:31][CH3:32]. The catalyst class is: 425.